This data is from Full USPTO retrosynthesis dataset with 1.9M reactions from patents (1976-2016). The task is: Predict the reactants needed to synthesize the given product. (1) Given the product [Cl:29][C:30]1[C:35]([NH:36][S:37]([C:40]2[CH:41]=[CH:42][CH:43]=[CH:44][CH:45]=2)(=[O:39])=[O:38])=[CH:34][C:33]([C:7]2[CH:16]=[CH:15][C:14]3[C:9](=[C:10]([C:17]4[CH:22]=[CH:21][CH:20]=[C:19]([S:23]([CH3:26])(=[O:25])=[O:24])[CH:18]=4)[CH:11]=[CH:12][N:13]=3)[N:8]=2)=[CH:32][N:31]=1, predict the reactants needed to synthesize it. The reactants are: FC(F)(F)S(O[C:7]1[CH:16]=[CH:15][C:14]2[C:9](=[C:10]([C:17]3[CH:22]=[CH:21][CH:20]=[C:19]([S:23]([CH3:26])(=[O:25])=[O:24])[CH:18]=3)[CH:11]=[CH:12][N:13]=2)[N:8]=1)(=O)=O.[Cl:29][C:30]1[C:35]([NH:36][S:37]([C:40]2[CH:45]=[CH:44][CH:43]=[CH:42][CH:41]=2)(=[O:39])=[O:38])=[CH:34][C:33](B2OC(C)(C)C(C)(C)O2)=[CH:32][N:31]=1.[Cl-].[NH4+]. (2) Given the product [Cl:14][C:15]1[CH:16]=[C:17]([C:22]2[O:33][C:25]([CH:27]=[C:3]3[C:2](=[O:1])[N:6]([CH:7]([CH2:11][CH3:12])[C:8]([OH:10])=[O:9])[C:5](=[S:13])[NH:4]3)=[CH:24][CH:23]=2)[CH:18]=[CH:19][C:20]=1[Cl:21], predict the reactants needed to synthesize it. The reactants are: [O:1]=[C:2]1[N:6]([CH:7]([CH2:11][CH3:12])[C:8]([OH:10])=[O:9])[C:5](=[S:13])[NH:4][CH2:3]1.[Cl:14][C:15]1[CH:16]=[C:17]([C:22]2S[C:25]([CH:27]=O)=[CH:24][CH:23]=2)[CH:18]=[CH:19][C:20]=1[Cl:21].NCCC(O)=[O:33].CO.C(Cl)Cl. (3) The reactants are: [NH:1]1[C:5]2[CH:6]=[CH:7][C:8]([C:10]([OH:12])=O)=[CH:9][C:4]=2[N:3]=[CH:2]1.[NH:13]1[CH2:18][CH2:17][CH2:16][C@@H:15]2[C:19]3[CH:20]=[CH:21][C:22]([OH:26])=[CH:23][C:24]=3[CH2:25][C@H:14]12. Given the product [NH:1]1[C:5]2[CH:6]=[CH:7][C:8]([C:10]([N:13]3[CH2:18][CH2:17][CH2:16][C@@H:15]4[C:19]5[CH:20]=[CH:21][C:22]([OH:26])=[CH:23][C:24]=5[CH2:25][C@H:14]34)=[O:12])=[CH:9][C:4]=2[N:3]=[CH:2]1, predict the reactants needed to synthesize it. (4) Given the product [NH2:20][C:19]1[S:5][C:6]2[CH2:1][CH2:4][CH2:8][C:7]=2[C:18]=1[C:16]([C:14]1[S:15][C:11]([Br:10])=[CH:12][CH:13]=1)=[O:17], predict the reactants needed to synthesize it. The reactants are: [C:1]([C:4]1[S:5][C:6](Br)=[CH:7][CH:8]=1)(=O)C.[Br:10][C:11]1[S:15][C:14]([C:16]([CH2:18][C:19]#[N:20])=[O:17])=[CH:13][CH:12]=1.C1(=O)CCCC1.N1CCOCC1.[S]. (5) Given the product [CH:18]([N:9]1[C:10]2[C:5](=[CH:4][CH:3]=[C:2]([CH3:1])[CH:11]=2)[CH2:6][CH2:7][CH2:8]1)([CH3:20])[CH3:19], predict the reactants needed to synthesize it. The reactants are: [CH3:1][C:2]1[CH:11]=[C:10]2[C:5]([CH2:6][CH2:7][CH2:8][NH:9]2)=[CH:4][CH:3]=1.C(=O)([O-])[O-].[K+].[K+].[CH:18](I)([CH3:20])[CH3:19]. (6) Given the product [Cl:8][C:6]1[CH:7]=[C:2]([NH2:1])[CH:3]=[C:4]([Cl:10])[C:5]=1[O:9][C:12]1[S:13][C:14]2[CH:20]=[C:19]([Cl:21])[CH:18]=[CH:17][C:15]=2[N:16]=1, predict the reactants needed to synthesize it. The reactants are: [NH2:1][C:2]1[CH:7]=[C:6]([Cl:8])[C:5]([OH:9])=[C:4]([Cl:10])[CH:3]=1.Cl[C:12]1[S:13][C:14]2[CH:20]=[C:19]([Cl:21])[CH:18]=[CH:17][C:15]=2[N:16]=1.C([O-])([O-])=O.[K+].[K+].Cl. (7) Given the product [OH:8][C:9]1[CH:10]=[CH:11][C:12]([N:15]2[CH2:16][CH2:17][CH:18]([N:21]3[C:26](=[O:27])[C:25]([CH2:28][C:29]4[CH:34]=[CH:33][C:32]([C:35]5[C:36]([C:41]#[N:42])=[CH:37][CH:38]=[CH:39][CH:40]=5)=[CH:31][CH:30]=4)=[C:24]([CH2:43][CH2:44][CH3:45])[N:23]4[N:46]=[CH:47][N:48]=[C:22]34)[CH2:19][CH2:20]2)=[CH:13][CH:14]=1, predict the reactants needed to synthesize it. The reactants are: C([O:8][C:9]1[CH:14]=[CH:13][C:12]([N:15]2[CH2:20][CH2:19][CH:18]([N:21]3[C:26](=[O:27])[C:25]([CH2:28][C:29]4[CH:34]=[CH:33][C:32]([C:35]5[C:36]([C:41]#[N:42])=[CH:37][CH:38]=[CH:39][CH:40]=5)=[CH:31][CH:30]=4)=[C:24]([CH2:43][CH2:44][CH3:45])[N:23]4[N:46]=[CH:47][N:48]=[C:22]34)[CH2:17][CH2:16]2)=[CH:11][CH:10]=1)C1C=CC=CC=1.O1CCCC1.